From a dataset of Catalyst prediction with 721,799 reactions and 888 catalyst types from USPTO. Predict which catalyst facilitates the given reaction. Reactant: [NH:1]([C:3]1[CH:11]=[C:10]2[C:6]([CH2:7][CH2:8][C:9]2=[O:12])=[CH:5][CH:4]=1)[NH2:2].[CH3:13][C:14]([CH3:21])([CH3:20])[C:15](=O)[CH2:16][C:17]#[N:18].Cl. Product: [NH2:18][C:17]1[N:1]([C:3]2[CH:11]=[C:10]3[C:6]([CH2:7][CH2:8][C:9]3=[O:12])=[CH:5][CH:4]=2)[N:2]=[C:15]([C:14]([CH3:21])([CH3:20])[CH3:13])[CH:16]=1. The catalyst class is: 14.